From a dataset of Reaction yield outcomes from USPTO patents with 853,638 reactions. Predict the reaction yield, written as a fraction of the theoretical maximum amount of product (1.0 means a 100% yield; for example, 0.34 means a 34% yield). The reactants are COC1C=CC(P2(SP(C3C=CC(OC)=CC=3)(=S)S2)=[S:10])=CC=1.[CH2:23]([O:30][N:31]1[C:37](=[O:38])[N:36]2[CH2:39][C@H:32]1[CH2:33][CH2:34][C@H:35]2[C:40]([NH:42][NH:43][C:44](=O)[CH2:45][NH:46][C:47](=[O:53])[O:48][C:49]([CH3:52])([CH3:51])[CH3:50])=O)[C:24]1[CH:29]=[CH:28][CH:27]=[CH:26][CH:25]=1.C([O-])(O)=O.[Na+]. The catalyst is C1COCC1. The product is [CH2:23]([O:30][N:31]1[C:37](=[O:38])[N:36]2[CH2:39][C@H:32]1[CH2:33][CH2:34][C@H:35]2[C:40]1[S:10][C:44]([CH2:45][NH:46][C:47](=[O:53])[O:48][C:49]([CH3:52])([CH3:51])[CH3:50])=[N:43][N:42]=1)[C:24]1[CH:29]=[CH:28][CH:27]=[CH:26][CH:25]=1. The yield is 0.450.